This data is from hERG Central: cardiac toxicity at 1µM, 10µM, and general inhibition. The task is: Predict hERG channel inhibition at various concentrations. (1) The drug is Cc1ccc(Cn2nnnc2CN2CCC(n3nnc4cc(C)ccc43)CC2)cc1. Results: hERG_inhib (hERG inhibition (general)): blocker. (2) The molecule is CCCCCN(C(=O)CCC(=O)OCC(=O)c1cccc(OC)c1)c1c(N)n(CCCC)c(=O)[nH]c1=O. Results: hERG_inhib (hERG inhibition (general)): blocker. (3) The drug is CCN1C(=O)c2ccccc2Sc2ccc(C(=O)NCCCN(CC(C)C)CC(C)C)cc21. Results: hERG_inhib (hERG inhibition (general)): blocker. (4) The drug is COc1ccc(C(=O)N2CCN(CCNC(=O)C(=O)Nc3ccc(F)cc3)CC2)cc1. Results: hERG_inhib (hERG inhibition (general)): blocker. (5) The molecule is O=[N+]([O-])c1ccc(CSc2nc3ccccc3[nH]2)cc1. Results: hERG_inhib (hERG inhibition (general)): blocker. (6) The molecule is O=C(c1cnc2n(c1=O)CCS2)N1CCN(C(c2ccccc2)c2ccc(Cl)cc2)CC1. Results: hERG_inhib (hERG inhibition (general)): blocker. (7) The compound is Cc1ccc(CN2CCN(CC(=O)N3CCc4ccccc4C3)C2=O)cc1. Results: hERG_inhib (hERG inhibition (general)): blocker.